This data is from Forward reaction prediction with 1.9M reactions from USPTO patents (1976-2016). The task is: Predict the product of the given reaction. (1) Given the reactants [CH3:1][O:2][C:3](=[O:15])[C@H:4]([CH2:13][OH:14])[NH:5][C:6]([O:8][C:9]([CH3:12])([CH3:11])[CH3:10])=[O:7].N1C=CC=CC=1.[C:22](Cl)([O:24][CH2:25][C:26]1[CH:31]=[CH:30][CH:29]=[CH:28][CH:27]=1)=[O:23], predict the reaction product. The product is: [CH2:25]([O:24][C:22]([O:14][CH2:13][C@H:4]([NH:5][C:6]([O:8][C:9]([CH3:12])([CH3:10])[CH3:11])=[O:7])[C:3]([O:2][CH3:1])=[O:15])=[O:23])[C:26]1[CH:31]=[CH:30][CH:29]=[CH:28][CH:27]=1. (2) Given the reactants O=P(Cl)(Cl)Cl.[CH2:6]([N:8]([CH2:17][CH3:18])[CH2:9][CH2:10][CH2:11][C:12]1[NH:13][CH:14]=[CH:15][CH:16]=1)[CH3:7].CN([CH:22]=[O:23])C, predict the reaction product. The product is: [CH2:17]([N:8]([CH2:6][CH3:7])[CH2:9][CH2:10][CH2:11][C:12]1[NH:13][C:14]([CH:22]=[O:23])=[CH:15][CH:16]=1)[CH3:18]. (3) Given the reactants [F:1][C:2]1[C:14]2[NH:13][C:12]3[CH2:11][CH2:10][CH2:9][C:8](=[O:15])[C:7]=3[C:6]=2[CH:5]=[CH:4][CH:3]=1.C(=O)([O-])[O-].[Li+].[Li+].[Br-].[Li+], predict the reaction product. The product is: [F:1][C:2]1[C:14]2[NH:13][C:12]3[C:7](=[C:8]([OH:15])[CH:9]=[CH:10][CH:11]=3)[C:6]=2[CH:5]=[CH:4][CH:3]=1.